The task is: Binary Classification. Given a drug SMILES string, predict its activity (active/inactive) in a high-throughput screening assay against a specified biological target.. This data is from KCNQ2 potassium channel screen with 302,405 compounds. The molecule is S(CC(=O)N1N=C/2C(C1c1occc1)CCCC2=C\c1occc1)c1[nH]c(=O)ccn1. The result is 0 (inactive).